This data is from Full USPTO retrosynthesis dataset with 1.9M reactions from patents (1976-2016). The task is: Predict the reactants needed to synthesize the given product. (1) The reactants are: [C:1]([O:5][C:6]([N:8]1[CH2:13][CH2:12][C:11](=[CH2:14])[CH2:10][CH2:9]1)=[O:7])([CH3:4])([CH3:3])[CH3:2].B1C2CCCC1CCC2.Br[C:25]1[CH:26]=[C:27]2[C:31](=[C:32]([Cl:34])[CH:33]=1)[C:30](=[O:35])[N:29]([CH2:36][C:37]1[CH:42]=[CH:41][C:40]([O:43][C:44]([F:47])([F:46])[F:45])=[CH:39][CH:38]=1)[CH2:28]2.C(=O)([O-])[O-].[K+].[K+].[OH-].[Na+]. Given the product [C:1]([O:5][C:6]([N:8]1[CH2:13][CH2:12][CH:11]([CH2:14][C:25]2[CH:26]=[C:27]3[C:31](=[C:32]([Cl:34])[CH:33]=2)[C:30](=[O:35])[N:29]([CH2:36][C:37]2[CH:42]=[CH:41][C:40]([O:43][C:44]([F:46])([F:47])[F:45])=[CH:39][CH:38]=2)[CH2:28]3)[CH2:10][CH2:9]1)=[O:7])([CH3:4])([CH3:3])[CH3:2], predict the reactants needed to synthesize it. (2) Given the product [N:1]1[CH:6]=[CH:5][CH:4]=[CH:3][C:2]=1[C:7]1[O:9][N:35]=[C:32]([CH2:31][N:30]([CH2:36][C:37]([F:38])([F:39])[F:40])[C:27]2[CH:28]=[CH:29][C:24]([C:22]#[N:23])=[C:25]([C:41]([F:42])([F:44])[F:43])[CH:26]=2)[N:33]=1, predict the reactants needed to synthesize it. The reactants are: [N:1]1[CH:6]=[CH:5][CH:4]=[CH:3][C:2]=1[C:7]([OH:9])=O.C1N=CN(C(N2C=NC=C2)=O)C=1.[C:22]([C:24]1[CH:29]=[CH:28][C:27]([N:30]([CH2:36][C:37]([F:40])([F:39])[F:38])[CH2:31][C:32](=[NH:35])[NH:33]O)=[CH:26][C:25]=1[C:41]([F:44])([F:43])[F:42])#[N:23].